From a dataset of Reaction yield outcomes from USPTO patents with 853,638 reactions. Predict the reaction yield, written as a fraction of the theoretical maximum amount of product (1.0 means a 100% yield; for example, 0.34 means a 34% yield). (1) The reactants are Br[C:2]1[CH:3]=[C:4]2[C:8](=[CH:9][CH:10]=1)[C:7](=[O:11])[N:6]([CH2:12][CH2:13][N:14]1[CH2:19][CH2:18][O:17][CH2:16][CH2:15]1)[CH2:5]2.[S:20]1[CH:24]=[CH:23][CH:22]=[C:21]1B(O)O. No catalyst specified. The product is [O:17]1[CH2:18][CH2:19][N:14]([CH2:13][CH2:12][N:6]2[CH2:5][C:4]3[C:8](=[CH:9][CH:10]=[C:2]([C:21]4[S:20][CH:24]=[CH:23][CH:22]=4)[CH:3]=3)[C:7]2=[O:11])[CH2:15][CH2:16]1. The yield is 1.00. (2) The reactants are [I:1][C:2]1[CH:3]=[N:4][NH:5][CH:6]=1.[H-].[Na+].Br[CH2:10][CH2:11][CH2:12][CH2:13][C:14]([F:17])([F:16])[F:15].CCCCCC. The catalyst is CN(C=O)C.O.CCOCC. The product is [I:1][C:2]1[CH:3]=[N:4][N:5]([CH2:10][CH2:11][CH2:12][CH2:13][C:14]([F:17])([F:16])[F:15])[CH:6]=1. The yield is 0.830. (3) The reactants are [Cl:1][C:2]1[C:3]2[CH:14]=[CH:13][C:12](=[O:15])[N:11]([C:16]3[C:21]([F:22])=[CH:20][CH:19]=[CH:18][C:17]=3[F:23])[C:4]=2[N:5]=[C:6](S(C)=O)[N:7]=1.[NH2:24][CH:25]([CH2:28][OH:29])[CH2:26][OH:27].CCN(CC)CC. The catalyst is ClCCl.CN(C=O)C. The product is [Cl:1][C:2]1[C:3]2[CH:14]=[CH:13][C:12](=[O:15])[N:11]([C:16]3[C:21]([F:22])=[CH:20][CH:19]=[CH:18][C:17]=3[F:23])[C:4]=2[N:5]=[C:6]([NH:24][CH:25]([CH2:28][OH:29])[CH2:26][OH:27])[N:7]=1. The yield is 0.420. (4) The reactants are [Br:1][C:2]1[N:7]=[C:6]([NH2:8])[CH:5]=[CH:4][C:3]=1[O:9][CH3:10].CCN(CC)CC.[F:18][C:19]1([F:34])[O:23][C:22]2[CH:24]=[CH:25][C:26]([C:28]3([C:31](Cl)=[O:32])[CH2:30][CH2:29]3)=[CH:27][C:21]=2[O:20]1. The catalyst is ClCCl. The product is [Br:1][C:2]1[N:7]=[C:6]([NH:8][C:31]([C:28]2([C:26]3[CH:25]=[CH:24][C:22]4[O:23][C:19]([F:34])([F:18])[O:20][C:21]=4[CH:27]=3)[CH2:30][CH2:29]2)=[O:32])[CH:5]=[CH:4][C:3]=1[O:9][CH3:10]. The yield is 0.810. (5) The yield is 0.0400. No catalyst specified. The reactants are Cl[C:2]1[CH:3]=[C:4]([C:9]2[N:13]3[CH:14]=[CH:15][C:16]([C:19]([OH:22])([CH3:21])[CH3:20])=[C:17]([F:18])[C:12]3=[N:11][CH:10]=2)[CH:5]=[CH:6][C:7]=1[F:8].[CH3:23][O:24][C:25]1[N:30]=[CH:29][C:28](B(O)O)=[CH:27][N:26]=1. The product is [F:18][C:17]1[C:12]2[N:13]([C:9]([C:4]3[CH:5]=[CH:6][C:7]([F:8])=[C:2]([C:28]4[CH:27]=[N:26][C:25]([O:24][CH3:23])=[N:30][CH:29]=4)[CH:3]=3)=[CH:10][N:11]=2)[CH:14]=[CH:15][C:16]=1[C:19]([OH:22])([CH3:21])[CH3:20]. (6) The reactants are [C:1]1([OH:11])[C:10]2[C:5](=[CH:6][CH:7]=[CH:8][CH:9]=2)[CH:4]=[CH:3][CH:2]=1.[CH3:12][O:13][CH2:14][CH2:15]Cl.[OH-].[Na+].C(O)C. The catalyst is [I-].[Na+].C1(C)C=CC=CC=1.O. The product is [CH3:12][O:13][CH2:14][CH2:15][O:11][C:1]1[C:10]2[C:5](=[CH:6][CH:7]=[CH:8][CH:9]=2)[CH:4]=[CH:3][CH:2]=1. The yield is 0.770. (7) The reactants are [CH3:1][C:2]1[N:9]2[C:5]([S:6][C:7]([C:10]([OH:12])=O)=[N:8]2)=[CH:4][N:3]=1.C(N(C(C)C)CC)(C)C.C(P1(=O)OP(CCC)(=O)OP(CCC)(=O)O1)CC.[C:40]1([CH:46]2[CH2:50][CH2:49][CH2:48][NH:47]2)[CH:45]=[CH:44][CH:43]=[CH:42][CH:41]=1. The catalyst is C(Cl)Cl. The product is [CH3:1][C:2]1[N:9]2[C:5]([S:6][C:7]([C:10]([N:47]3[CH2:48][CH2:49][CH2:50][CH:46]3[C:40]3[CH:45]=[CH:44][CH:43]=[CH:42][CH:41]=3)=[O:12])=[N:8]2)=[CH:4][N:3]=1. The yield is 0.980.